Dataset: Full USPTO retrosynthesis dataset with 1.9M reactions from patents (1976-2016). Task: Predict the reactants needed to synthesize the given product. Given the product [O:11]1[CH2:10][CH2:9][N:8]=[C:6]1[C:5]1[CH:12]=[CH:13][C:14]([O:15][CH:16]([CH3:18])[CH3:17])=[C:3]([CH:4]=1)[C:1]#[N:2], predict the reactants needed to synthesize it. The reactants are: [C:1]([C:3]1[CH:4]=[C:5]([CH:12]=[CH:13][C:14]=1[O:15][CH:16]([CH3:18])[CH3:17])[C:6]([NH:8][CH2:9][CH2:10][OH:11])=O)#[N:2].S(Cl)(Cl)=O.